Predict the reaction yield, written as a fraction of the theoretical maximum amount of product (1.0 means a 100% yield; for example, 0.34 means a 34% yield). From a dataset of Reaction yield outcomes from USPTO patents with 853,638 reactions. The reactants are [CH3:1][O:2][C:3]1[CH:12]=[C:11]2[C:6]([C:7]([CH3:15])([CH3:14])[CH2:8][CH2:9][C:10]2=O)=[CH:5][C:4]=1[CH3:16].[CH:17]([Mg]Cl)([CH3:19])[CH3:18]. No catalyst specified. The product is [CH:17]([C:10]1[C:11]2[C:6](=[CH:5][C:4]([CH3:16])=[C:3]([O:2][CH3:1])[CH:12]=2)[C:7]([CH3:15])([CH3:14])[CH2:8][CH:9]=1)([CH3:19])[CH3:18]. The yield is 1.00.